Dataset: Full USPTO retrosynthesis dataset with 1.9M reactions from patents (1976-2016). Task: Predict the reactants needed to synthesize the given product. (1) Given the product [C:1]([C:3]1[C:19]([OH:20])=[C:18]([OH:21])[CH:17]=[C:16]([C:23]#[N:24])[C:4]=1[CH2:5][C:6]1[CH:11]=[CH:10][C:9]([CH2:12][C:13]([OH:15])=[O:14])=[CH:8][CH:7]=1)#[N:2], predict the reactants needed to synthesize it. The reactants are: [C:1]([C:3]1[C:19]([OH:20])=[C:18]([O:21]C)[CH:17]=[C:16]([C:23]#[N:24])[C:4]=1[CH2:5][C:6]1[CH:11]=[CH:10][C:9]([CH2:12][C:13]([OH:15])=[O:14])=[CH:8][CH:7]=1)#[N:2].BrC1C(C#N)=C(O)C(OC)=CC=1C#N.CC1(C)C(C)(C)OB(CC2C=CC(CC(O)=O)=CC=2)O1. (2) The reactants are: [CH3:1][NH:2][C:3]1[N:12]=[C:11]([N:13]([C:15]2[CH:20]=[CH:19][C:18]([N:21]([CH3:23])[CH3:22])=[CH:17][CH:16]=2)[CH3:14])[C:10]2[C:5](=[CH:6][CH:7]=[CH:8][CH:9]=2)[N:4]=1.C(N(CC)CC)C.CN(C1C=CC=CN=1)C.[C:40](OC(=O)C)(=[O:42])[CH3:41]. Given the product [CH3:1][N:2]([C:3]1[N:12]=[C:11]([N:13]([C:15]2[CH:16]=[CH:17][C:18]([N:21]([CH3:22])[CH3:23])=[CH:19][CH:20]=2)[CH3:14])[C:10]2[C:5](=[CH:6][CH:7]=[CH:8][CH:9]=2)[N:4]=1)[C:40](=[O:42])[CH3:41], predict the reactants needed to synthesize it. (3) Given the product [NH2:33][C:4]1[S:3][C:2]([C:46]2[CH:45]=[CH:44][CH:43]=[C:42]([F:41])[C:47]=2[F:48])=[N:6][C:5]=1[C:7]([NH:8][C:9]1[CH:10]=[N:11][N:12]([CH3:31])[C:13]=1[C@@H:14]1[CH2:20][CH2:19][C@@H:18]([NH2:21])[C@@H:17]([O:29][CH3:30])[CH2:16][O:15]1)=[O:32], predict the reactants needed to synthesize it. The reactants are: Br[C:2]1[S:3][C:4]([NH:33]C(=O)OC(C)(C)C)=[C:5]([C:7](=[O:32])[NH:8][C:9]2[CH:10]=[N:11][N:12]([CH3:31])[C:13]=2[C@@H:14]2[CH2:20][CH2:19][C@@H:18]([NH:21]C(OC(C)(C)C)=O)[C@@H:17]([O:29][CH3:30])[CH2:16][O:15]2)[N:6]=1.[F:41][C:42]1[C:47]([F:48])=[CH:46][CH:45]=[CH:44][C:43]=1B(O)O. (4) Given the product [Br:14][CH2:13][C:11]1[S:12][C:8]([C:3]2[CH:4]=[CH:5][CH:6]=[CH:7][C:2]=2[Cl:1])=[CH:9][N:10]=1, predict the reactants needed to synthesize it. The reactants are: [Cl:1][C:2]1[CH:7]=[CH:6][CH:5]=[CH:4][C:3]=1[C:8]1[S:12][C:11]([CH3:13])=[N:10][CH:9]=1.[Br:14]N1C(=O)CCC1=O.ClCCl. (5) Given the product [ClH:29].[Cl:29][C:26]1[CH:27]=[CH:28][C:23]([CH2:22][CH:9]2[C:10]3[C:15](=[CH:14][CH:13]=[C:12]([O:18][CH:19]([F:21])[F:20])[CH:11]=3)[CH2:16][CH2:17][CH:8]2[NH2:7])=[CH:24][CH:25]=1, predict the reactants needed to synthesize it. The reactants are: C(OC(=O)[NH:7][CH:8]1[CH2:17][CH2:16][C:15]2[C:10](=[CH:11][C:12]([O:18][CH:19]([F:21])[F:20])=[CH:13][CH:14]=2)[CH:9]1[CH2:22][C:23]1[CH:28]=[CH:27][C:26]([Cl:29])=[CH:25][CH:24]=1)(C)(C)C.Cl. (6) Given the product [C:12]([O:16][C:17](=[O:26])[NH:18][C@H:19]1[CH2:20][CH2:21][C@@H:22]([NH:25][C:2]2[N:7]=[C:6]([N:8]([CH3:10])[CH3:9])[C:5]([CH3:11])=[CH:4][N:3]=2)[CH2:23][CH2:24]1)([CH3:15])([CH3:13])[CH3:14], predict the reactants needed to synthesize it. The reactants are: Cl[C:2]1[N:7]=[C:6]([N:8]([CH3:10])[CH3:9])[C:5]([CH3:11])=[CH:4][N:3]=1.[C:12]([O:16][C:17](=[O:26])[NH:18][C@H:19]1[CH2:24][CH2:23][C@@H:22]([NH2:25])[CH2:21][CH2:20]1)([CH3:15])([CH3:14])[CH3:13].CCN(C(C)C)C(C)C. (7) Given the product [CH3:4][O:8][C:9]([C:11]1[N:12]=[CH:13][C:14]2[C:19]([C:20]=1[SH:21])=[CH:18][CH:17]=[C:16]([O:27][C:28]1[CH:33]=[CH:32][CH:31]=[CH:30][CH:29]=1)[CH:15]=2)=[O:10], predict the reactants needed to synthesize it. The reactants are: C[O-].[Na+].[CH2:4]([O:8][C:9]([C:11]1[N:12]=[CH:13][C:14]2[C:19]([C:20]=1[S:21]C(=O)N(C)C)=[CH:18][CH:17]=[C:16]([O:27][C:28]1[CH:33]=[CH:32][CH:31]=[CH:30][CH:29]=1)[CH:15]=2)=[O:10])CCC. (8) The reactants are: B1(C)OC(C2C=CC=CC=2)(C2C=CC=CC=2)[C@@H]2N1CCC2.[CH2:22]([C:24]([C:33]1[CH:46]=[CH:45][C:36]([O:37][CH2:38][C:39](=[O:44])[C:40]([CH3:43])([CH3:42])[CH3:41])=[C:35]([CH3:47])[CH:34]=1)([C:27]1[S:28][CH:29]=[C:30]([CH3:32])[CH:31]=1)[CH2:25][CH3:26])[CH3:23].CO.Cl. Given the product [CH2:22]([C:24]([C:33]1[CH:46]=[CH:45][C:36]([O:37][CH2:38][CH:39]([OH:44])[C:40]([CH3:41])([CH3:43])[CH3:42])=[C:35]([CH3:47])[CH:34]=1)([C:27]1[S:28][CH:29]=[C:30]([CH3:32])[CH:31]=1)[CH2:25][CH3:26])[CH3:23], predict the reactants needed to synthesize it. (9) Given the product [OH:83][CH2:82][CH2:84][NH:85][C:34]([C:31]1[N:32]=[CH:33][C:28]2[NH:27][C:26]3[N:37]=[CH:38][C:23]([C:20]4[CH:19]=[CH:9][C:7]([N:3]5[CH2:2][CH2:1][N:42]([CH3:41])[CH2:6][CH2:4]5)=[CH:8][CH:21]=4)=[CH:24][C:25]=3[C:29]=2[CH:30]=1)=[O:36], predict the reactants needed to synthesize it. The reactants are: [CH3:1][CH2:2][N:3]([CH:7]([CH3:9])[CH3:8])[CH:4]([CH3:6])C.CN1CCN(C2C=[CH:21][C:20]([C:23]3[CH:38]=[N:37][C:26]4[NH:27][C:28]5[CH:33]=[N:32][C:31]([C:34]([OH:36])=O)=[CH:30][C:29]=5[C:25]=4[CH:24]=3)=[CH:19]C=2)CC1.C1C[N:42]([P+](ON2N=NC3C=CC=CC2=3)(N2CCCC2)N2CCCC2)[CH2:41]C1.F[P-](F)(F)(F)(F)F.C1C=CC2N(O)N=NC=2C=1.[CH2:82]([CH2:84][NH2:85])[OH:83].S(=O)(=O)(O)O.